Dataset: Peptide-MHC class II binding affinity with 134,281 pairs from IEDB. Task: Regression. Given a peptide amino acid sequence and an MHC pseudo amino acid sequence, predict their binding affinity value. This is MHC class II binding data. (1) The peptide sequence is HHFHELQLKDGRRIV. The MHC is DRB1_1101 with pseudo-sequence DRB1_1101. The binding affinity (normalized) is 0.620. (2) The peptide sequence is SNMLILNPTQSDSGI. The MHC is DRB1_1101 with pseudo-sequence DRB1_1101. The binding affinity (normalized) is 0.123. (3) The binding affinity (normalized) is 0.694. The peptide sequence is YEAQILNYSKAKSSLES. The MHC is DRB5_0101 with pseudo-sequence DRB5_0101. (4) The peptide sequence is VKDLKKIITRISAVS. The MHC is DRB1_0401 with pseudo-sequence DRB1_0401. The binding affinity (normalized) is 0.427. (5) The peptide sequence is KFGVAKKANVYAVKV. The MHC is HLA-DQA10102-DQB10602 with pseudo-sequence HLA-DQA10102-DQB10602. The binding affinity (normalized) is 0.319.